The task is: Predict which catalyst facilitates the given reaction.. This data is from Catalyst prediction with 721,799 reactions and 888 catalyst types from USPTO. (1) Reactant: [CH3:1][O:2][C:3](=[O:29])[CH2:4][CH2:5][CH2:6]/[CH:7]=[CH:8]\[CH2:9][C@H:10]1[C:14](=[O:15])[CH:13]=[CH:12][C@@H:11]1/[CH:16]=[CH:17]/[C@@H:18]([OH:28])[CH2:19][CH2:20][C:21]1[S:22][C:23]([CH3:27])=[C:24]([Br:26])[CH:25]=1.N1C(C)=CC=CC=1C.[Si:38](OS(C(F)(F)F)(=O)=O)([C:41]([CH3:44])([CH3:43])[CH3:42])([CH3:40])[CH3:39].C([O-])(O)=O.[Na+]. Product: [CH3:1][O:2][C:3](=[O:29])[CH2:4][CH2:5][CH2:6]/[CH:7]=[CH:8]\[CH2:9][C@H:10]1[C:14](=[O:15])[CH:13]=[CH:12][C@@H:11]1/[CH:16]=[CH:17]/[C@@H:18]([O:28][Si:38]([C:41]([CH3:44])([CH3:43])[CH3:42])([CH3:40])[CH3:39])[CH2:19][CH2:20][C:21]1[S:22][C:23]([CH3:27])=[C:24]([Br:26])[CH:25]=1. The catalyst class is: 4. (2) Reactant: [F:1][C:2]([F:12])([F:11])[C:3]1[CH:4]=[CH:5][C:6]([CH2:9]O)=[N:7][CH:8]=1.[Br:13]P(Br)Br.O. Product: [Br:13][CH2:9][C:6]1[CH:5]=[CH:4][C:3]([C:2]([F:12])([F:11])[F:1])=[CH:8][N:7]=1. The catalyst class is: 2. (3) The catalyst class is: 41. Reactant: Cl[C:2]1[C:11]2[C:6](=[CH:7][C:8]([C:12]3[CH:17]=[CH:16][CH:15]=[CH:14][C:13]=3[C:18]([F:21])([F:20])[F:19])=[CH:9][CH:10]=2)[N:5]=[CH:4][CH:3]=1.[C:22]([C:26]1[CH:32]=[CH:31][C:29]([NH2:30])=[CH:28][CH:27]=1)([CH3:25])([CH3:24])[CH3:23]. Product: [C:22]([C:26]1[CH:27]=[CH:28][C:29]([NH:30][C:2]2[C:11]3[C:6](=[CH:7][C:8]([C:12]4[CH:17]=[CH:16][CH:15]=[CH:14][C:13]=4[C:18]([F:21])([F:20])[F:19])=[CH:9][CH:10]=3)[N:5]=[CH:4][CH:3]=2)=[CH:31][CH:32]=1)([CH3:25])([CH3:23])[CH3:24]. (4) Reactant: [CH3:1][N:2]([C@H:10]1[CH2:14][CH2:13][NH:12][CH2:11]1)[C:3](=[O:9])[O:4][C:5]([CH3:8])([CH3:7])[CH3:6].Br[C:16]1[CH:17]=[C:18]2[N:27]([CH3:28])[CH:26]=[CH:25][C:19]2=[N:20][C:21]=1[C@@H:22]([NH2:24])[CH3:23].CC([O-])(C)C.[K+].C([O-])(O)=O.[Na+]. Product: [NH2:24][C@H:22]([C:21]1[N:20]=[C:19]2[CH:25]=[CH:26][N:27]([CH3:28])[C:18]2=[CH:17][C:16]=1[N:12]1[CH2:13][CH2:14][C@H:10]([N:2]([CH3:1])[C:3](=[O:9])[O:4][C:5]([CH3:8])([CH3:6])[CH3:7])[CH2:11]1)[CH3:23]. The catalyst class is: 817. (5) Reactant: [CH2:1]([NH2:5])[CH2:2][CH:3]=[CH2:4].Cl.CC1C=CC(S(O[CH2:18][CH2:19][C:20]#[CH:21])(=O)=O)=CC=1.C(=O)([O-])[O-].[K+].[K+].[C:28](O[C:28]([O:30][C:31]([CH3:34])([CH3:33])[CH3:32])=[O:29])([O:30][C:31]([CH3:34])([CH3:33])[CH3:32])=[O:29]. Product: [CH2:1]([N:5]([CH2:18][CH2:19][C:20]#[CH:21])[C:28](=[O:29])[O:30][C:31]([CH3:34])([CH3:33])[CH3:32])[CH2:2][CH:3]=[CH2:4]. The catalyst class is: 10. (6) Product: [F:1][C:2]1[CH:7]=[CH:6][CH:5]=[CH:4][C:3]=1[C:8]1[C:9]([C:23]2[CH:24]=[N:25][CH:26]=[C:27]([O:29][CH3:30])[CH:28]=2)=[C:10]([C:14]2[C:15]([F:22])=[CH:16][C:17]([F:21])=[CH:18][C:19]=2[F:20])[C:11](=[O:13])[NH:33][N:34]=1. Reactant: [F:1][C:2]1[CH:7]=[CH:6][CH:5]=[CH:4][C:3]=1[C:8]1(O)O[C:11](=[O:13])[C:10]([C:14]2[C:19]([F:20])=[CH:18][C:17]([F:21])=[CH:16][C:15]=2[F:22])=[C:9]1[C:23]1[CH:24]=[N:25][CH:26]=[C:27]([O:29][CH3:30])[CH:28]=1.O.[NH2:33][NH2:34]. The catalyst class is: 8. (7) Reactant: C[O:2][C:3](=O)[CH:4]=[CH:5][C:6](=[C:11]([NH:13][C@@H:14]([C:16]1[CH:21]=[CH:20][CH:19]=[CH:18][CH:17]=1)[CH3:15])[CH3:12])[C:7]([O:9][CH3:10])=[O:8].C[O-].[Na+].[Br:26]N1C(=O)CCC1=O. Product: [CH3:10][O:9][C:7]([C:6]1[CH:5]=[C:4]([Br:26])[C:3](=[O:2])[N:13]([C@@H:14]([C:16]2[CH:21]=[CH:20][CH:19]=[CH:18][CH:17]=2)[CH3:15])[C:11]=1[CH3:12])=[O:8]. The catalyst class is: 5.